Dataset: Forward reaction prediction with 1.9M reactions from USPTO patents (1976-2016). Task: Predict the product of the given reaction. (1) Given the reactants [F:1][C:2]1[CH:3]=[C:4]([CH:34]=[CH:35][CH:36]=1)[CH2:5][N:6]1[C:14]2[C:9](=[CH:10][C:11]([NH:15][C:16]3[C:21]4=[C:22]([CH2:25][N:26]5[CH2:31][CH2:30][CH:29]([C:32]#[N:33])[CH2:28][CH2:27]5)[CH:23]=[CH:24][N:20]4[N:19]=[CH:18][N:17]=3)=[CH:12][CH:13]=2)[CH:8]=[N:7]1.[N-:37]=[N+:38]=[N-:39].[Na+].[Cl-].[NH4+], predict the reaction product. The product is: [F:1][C:2]1[CH:3]=[C:4]([CH:34]=[CH:35][CH:36]=1)[CH2:5][N:6]1[C:14]2[C:9](=[CH:10][C:11]([NH:15][C:16]3[C:21]4=[C:22]([CH2:25][N:26]5[CH2:27][CH2:28][CH:29]([C:32]6[NH:39][N:38]=[N:37][N:33]=6)[CH2:30][CH2:31]5)[CH:23]=[CH:24][N:20]4[N:19]=[CH:18][N:17]=3)=[CH:12][CH:13]=2)[CH:8]=[N:7]1. (2) The product is: [C:1]([O:5][C:6](=[O:22])[NH:7][C:8]1[CH:13]=[C:12]([O:14][CH2:15][CH3:16])[C:11]([C:17]([F:20])([F:19])[F:18])=[CH:10][C:9]=1[NH:21][C:28](=[O:27])[CH2:29][C:30](=[O:48])[C:31]1[CH:36]=[CH:35][CH:34]=[C:33]([C:37]2[CH:42]=[CH:41][N:40]=[C:39]([N:43]3[CH2:44][CH2:45][CH2:46][CH2:47]3)[CH:38]=2)[CH:32]=1)([CH3:2])([CH3:3])[CH3:4]. Given the reactants [C:1]([O:5][C:6](=[O:22])[NH:7][C:8]1[CH:13]=[C:12]([O:14][CH2:15][CH3:16])[C:11]([C:17]([F:20])([F:19])[F:18])=[CH:10][C:9]=1[NH2:21])([CH3:4])([CH3:3])[CH3:2].C([O:27][C:28](=O)[CH2:29][C:30](=[O:48])[C:31]1[CH:36]=[CH:35][CH:34]=[C:33]([C:37]2[CH:42]=[CH:41][N:40]=[C:39]([N:43]3[CH2:47][CH2:46][CH2:45][CH2:44]3)[CH:38]=2)[CH:32]=1)(C)(C)C, predict the reaction product. (3) Given the reactants [CH3:16][C:11]1([CH3:17])[C:12]([CH3:15])([CH3:14])[O:13][B:9]([B:9]2[O:13][C:12]([CH3:15])([CH3:14])[C:11]([CH3:17])([CH3:16])[O:10]2)[O:10]1.C(OOC(=O)C1C=CC=CC=1)(=O)C1C=CC=CC=1.Cl.N[C:39]1[CH:50]=[CH:49][C:42]2[N:43]([CH3:48])[C:44](=[O:47])[N:45]([CH3:46])[C:41]=2[CH:40]=1.N(OC(C)(C)C)=O, predict the reaction product. The product is: [CH3:46][N:45]1[C:41]2[CH:40]=[CH:39][C:50]([B:9]3[O:10][C:11]([CH3:16])([CH3:17])[C:12]([CH3:14])([CH3:15])[O:13]3)=[CH:49][C:42]=2[N:43]([CH3:48])[C:44]1=[O:47]. (4) Given the reactants [F:1][C:2]1[CH:3]=[C:4]([C:8]2[CH:16]=[CH:15][C:11]([C:12]([OH:14])=O)=[CH:10][N:9]=2)[CH:5]=[CH:6][CH:7]=1.C(N=C=N[CH2:22][CH2:23][CH2:24][N:25](C)C)C.ON1C2N=CC=CC=2N=N1.C1(N)CC1, predict the reaction product. The product is: [CH:24]1([NH:25][C:12](=[O:14])[C:11]2[CH:15]=[CH:16][C:8]([C:4]3[CH:5]=[CH:6][CH:7]=[C:2]([F:1])[CH:3]=3)=[N:9][CH:10]=2)[CH2:22][CH2:23]1. (5) Given the reactants [F:1][C:2]1[CH:7]=[CH:6][CH:5]=[C:4]([F:8])[C:3]=1[N:9]1[C:14]2[N:15]=[C:16]([NH:34][CH2:35][C:36]3[NH:37][CH:38]=[CH:39][N:40]=3)[N:17]=[C:18]([C:19]3[CH:20]=[C:21]([CH:30]=[CH:31][C:32]=3[CH3:33])[C:22]([NH:24][C:25]3[S:26][CH:27]=[CH:28][N:29]=3)=[O:23])[C:13]=2[CH:12]=[CH:11][C:10]1=[O:41].[CH3:42][S:43]([OH:46])(=[O:45])=[O:44], predict the reaction product. The product is: [CH3:42][S:43]([OH:46])(=[O:45])=[O:44].[F:1][C:2]1[CH:7]=[CH:6][CH:5]=[C:4]([F:8])[C:3]=1[N:9]1[C:14]2[N:15]=[C:16]([NH:34][CH2:35][C:36]3[NH:40][CH:39]=[CH:38][N:37]=3)[N:17]=[C:18]([C:19]3[CH:20]=[C:21]([CH:30]=[CH:31][C:32]=3[CH3:33])[C:22]([NH:24][C:25]3[S:26][CH:27]=[CH:28][N:29]=3)=[O:23])[C:13]=2[CH:12]=[CH:11][C:10]1=[O:41]. (6) Given the reactants [NH2:1][C:2]1[CH:7]=[CH:6][C:5]([S:8]([N:11]([CH2:33][CH3:34])[C:12]2[CH:32]=[CH:31][C:15]3[N:16]([CH2:24][CH:25]4[CH2:30][CH2:29][O:28][CH2:27][CH2:26]4)[C:17]([C:19]([O:22][CH3:23])([CH3:21])[CH3:20])=[N:18][C:14]=3[CH:13]=2)(=[O:10])=[O:9])=[CH:4][CH:3]=1.[C:35]([O:38][CH2:39][C:40](Cl)=[O:41])(=[O:37])[CH3:36], predict the reaction product. The product is: [C:35]([O:38][CH2:39][C:40]([NH:1][C:2]1[CH:3]=[CH:4][C:5]([S:8]([N:11]([CH2:33][CH3:34])[C:12]2[CH:32]=[CH:31][C:15]3[N:16]([CH2:24][CH:25]4[CH2:30][CH2:29][O:28][CH2:27][CH2:26]4)[C:17]([C:19]([O:22][CH3:23])([CH3:20])[CH3:21])=[N:18][C:14]=3[CH:13]=2)(=[O:10])=[O:9])=[CH:6][CH:7]=1)=[O:41])(=[O:37])[CH3:36]. (7) Given the reactants C(#N)C.[CH2:4]([OH:7])[C:5]#[CH:6].[F:8][C:9]1[CH:10]=[C:11]([CH:14]=[C:15]([F:18])[C:16]=1F)[CH:12]=[O:13].C(=O)([O-])[O-].[K+].[K+], predict the reaction product. The product is: [F:18][C:15]1[CH:14]=[C:11]([CH:10]=[C:9]([F:8])[C:16]=1[O:7][CH2:4][C:5]#[CH:6])[CH:12]=[O:13].